From a dataset of Catalyst prediction with 721,799 reactions and 888 catalyst types from USPTO. Predict which catalyst facilitates the given reaction. (1) Reactant: CC([O-])(C)C.[K+].[C:7]1([C:13]2[CH:14]=[C:15]3[C:19](=[CH:20][CH:21]=2)[N:18]([CH3:22])[CH:17]=[CH:16]3)[CH:12]=[CH:11][CH:10]=[CH:9][CH:8]=1.[SiH:23]([CH2:28][CH3:29])([CH2:26][CH3:27])[CH2:24][CH3:25]. Product: [CH3:22][N:18]1[C:19]2[C:15](=[CH:14][C:13]([C:7]3[CH:8]=[CH:9][CH:10]=[CH:11][CH:12]=3)=[CH:21][CH:20]=2)[CH:16]=[C:17]1[Si:23]([CH2:28][CH3:29])([CH2:26][CH3:27])[CH2:24][CH3:25]. The catalyst class is: 1. (2) Reactant: [NH2:1][C:2]1[CH:36]=[CH:35][C:5]([O:6][C:7]2[CH:12]=[CH:11][N:10]=[C:9]3[CH:13]=[C:14]([C:16]4[N:17]([CH3:34])[C:18]([CH2:21][N:22]([CH2:30][CH2:31][O:32][CH3:33])[C:23](=[O:29])[O:24][C:25]([CH3:28])([CH3:27])[CH3:26])=[CH:19][N:20]=4)[S:15][C:8]=23)=[C:4]([F:37])[CH:3]=1.CCN(C(C)C)C(C)C.[F:47][C:48]1[CH:56]=[CH:55][CH:54]=[CH:53][C:49]=1[C:50](Cl)=[O:51]. Product: [F:37][C:4]1[CH:3]=[C:2]([NH:1][C:50](=[O:51])[C:49]2[CH:53]=[CH:54][CH:55]=[CH:56][C:48]=2[F:47])[CH:36]=[CH:35][C:5]=1[O:6][C:7]1[CH:12]=[CH:11][N:10]=[C:9]2[CH:13]=[C:14]([C:16]3[N:17]([CH3:34])[C:18]([CH2:21][N:22]([CH2:30][CH2:31][O:32][CH3:33])[C:23](=[O:29])[O:24][C:25]([CH3:28])([CH3:27])[CH3:26])=[CH:19][N:20]=3)[S:15][C:8]=12. The catalyst class is: 2.